From a dataset of Forward reaction prediction with 1.9M reactions from USPTO patents (1976-2016). Predict the product of the given reaction. Given the reactants [F:1][C:2]1[CH:3]=[CH:4][C:5](B(O)O)=[C:6]2[C:10]=1[C@H:9]([O:11][C:12]1[CH:25]=[CH:24][C:15]3[C@H:16]([CH2:19][C:20]([O:22][CH3:23])=[O:21])[CH2:17][O:18][C:14]=3[CH:13]=1)[CH2:8][CH2:7]2.[O:29]1[C:34]2[CH:35]=[CH:36][C:37]([OH:39])=[CH:38][C:33]=2[O:32][CH2:31][CH2:30]1, predict the reaction product. The product is: [CH3:23][O:22][C:20](=[O:21])[CH2:19][C@H:16]1[C:15]2[CH:24]=[CH:25][C:12]([O:11][C@H:9]3[C:10]4[C:6](=[C:5]([O:39][C:37]5[CH:36]=[CH:35][C:34]6[O:29][CH2:30][CH2:31][O:32][C:33]=6[CH:38]=5)[CH:4]=[CH:3][C:2]=4[F:1])[CH2:7][CH2:8]3)=[CH:13][C:14]=2[O:18][CH2:17]1.